Task: Predict the product of the given reaction.. Dataset: Forward reaction prediction with 1.9M reactions from USPTO patents (1976-2016) (1) Given the reactants [CH:1]1([C:4]2[CH:9]=[C:8]([CH2:10][OH:11])[C:7]([O:12][CH2:13][CH3:14])=[CH:6][C:5]=2[C:15]2[CH:20]=[CH:19][CH:18]=[CH:17][C:16]=2[F:21])[CH2:3][CH2:2]1, predict the reaction product. The product is: [CH:1]1([C:4]2[CH:9]=[C:8]([CH:10]=[O:11])[C:7]([O:12][CH2:13][CH3:14])=[CH:6][C:5]=2[C:15]2[CH:20]=[CH:19][CH:18]=[CH:17][C:16]=2[F:21])[CH2:3][CH2:2]1. (2) Given the reactants Cl[S:2]([N:5]=[C:6]=[O:7])(=[O:4])=[O:3].[C:8]([OH:12])([CH3:11])([CH3:10])[CH3:9].[F:13][C:14]1[CH:19]=[C:18]([N+:20]([O-:22])=[O:21])[CH:17]=[CH:16][C:15]=1[CH2:23][NH2:24].C(N(CC)CC)C, predict the reaction product. The product is: [F:13][C:14]1[CH:19]=[C:18]([N+:20]([O-:22])=[O:21])[CH:17]=[CH:16][C:15]=1[CH2:23][NH:24][S:2]([NH:5][C:6](=[O:7])[O:12][C:8]([CH3:11])([CH3:10])[CH3:9])(=[O:4])=[O:3]. (3) Given the reactants [Si:1]([O:18][CH2:19][C:20]1[C:21]([N:35]2[CH2:40][C@H:39]([CH3:41])[O:38][C@H:37]([CH3:42])[CH2:36]2)=[C:22]([F:34])[C:23]2[O:27][N:26]=[C:25]([C:28]([O:30]CC)=O)[C:24]=2[CH:33]=1)([C:14]([CH3:17])([CH3:16])[CH3:15])([C:8]1[CH:13]=[CH:12][CH:11]=[CH:10][CH:9]=1)[C:2]1[CH:7]=[CH:6][CH:5]=[CH:4][CH:3]=1.Cl.[CH3:44][NH:45][CH2:46][CH3:47], predict the reaction product. The product is: [Si:1]([O:18][CH2:19][C:20]1[C:21]([N:35]2[CH2:36][C@H:37]([CH3:42])[O:38][C@H:39]([CH3:41])[CH2:40]2)=[C:22]([F:34])[C:23]2[O:27][N:26]=[C:25]([C:28]([N:45]([CH2:46][CH3:47])[CH3:44])=[O:30])[C:24]=2[CH:33]=1)([C:14]([CH3:16])([CH3:17])[CH3:15])([C:8]1[CH:9]=[CH:10][CH:11]=[CH:12][CH:13]=1)[C:2]1[CH:3]=[CH:4][CH:5]=[CH:6][CH:7]=1. (4) The product is: [CH2:1]([C:5]1[N:6]=[C:7]([CH3:42])[N:8]([C:36]2[CH:41]=[CH:40][CH:39]=[CH:38][N:37]=2)[C:9](=[O:35])[C:10]=1[CH2:11][C:12]1[CH:28]=[C:27]([CH2:29][CH2:30][CH3:31])[C:15]([O:16][CH:17]([C:21]2[CH:22]=[CH:23][CH:24]=[CH:25][CH:26]=2)[C:18]#[N:20])=[C:14]([CH2:32][CH2:33][CH3:34])[CH:13]=1)[CH2:2][CH2:3][CH3:4]. Given the reactants [CH2:1]([C:5]1[N:6]=[C:7]([CH3:42])[N:8]([C:36]2[CH:41]=[CH:40][CH:39]=[CH:38][N:37]=2)[C:9](=[O:35])[C:10]=1[CH2:11][C:12]1[CH:28]=[C:27]([CH2:29][CH2:30][CH3:31])[C:15]([O:16][CH:17]([C:21]2[CH:26]=[CH:25][CH:24]=[CH:23][CH:22]=2)[C:18]([NH2:20])=O)=[C:14]([CH2:32][CH2:33][CH3:34])[CH:13]=1)[CH2:2][CH2:3][CH3:4].P(Cl)(Cl)(Cl)=O, predict the reaction product. (5) Given the reactants [Br:1][C:2]1[CH:3]=[N:4][CH:5]=[C:6]2[C:11]=1[N:10]=[C:9]([C:12]([OH:14])=O)[CH:8]=[CH:7]2.CN(C(ON1N=NC2C=CC=NC1=2)=[N+](C)C)C.F[P-](F)(F)(F)(F)F.[CH3:39][O:40][CH:41]1[CH2:44][NH:43][CH2:42]1.Cl.CCN(C(C)C)C(C)C, predict the reaction product. The product is: [Br:1][C:2]1[CH:3]=[N:4][CH:5]=[C:6]2[C:11]=1[N:10]=[C:9]([C:12]([N:43]1[CH2:44][CH:41]([O:40][CH3:39])[CH2:42]1)=[O:14])[CH:8]=[CH:7]2. (6) Given the reactants Cl[C:2]1[CH:7]=[CH:6][C:5]([C:8]2([C:11]([N:13]3[CH2:17][CH2:16][C@@:15]4([C:21]5[CH:22]=[CH:23][CH:24]=[CH:25][C:20]=5[C:19](=[O:26])[O:18]4)[CH2:14]3)=[O:12])[CH2:10][CH2:9]2)=[CH:4][CH:3]=1.[NH:27]1[CH2:32][CH2:31][O:30][CH2:29][CH2:28]1.CC(C)([O-])C.[Na+].C(P(C(C)(C)C)C1C=CC=CC=1C1C=CC=CC=1)(C)(C)C.O1CCOCC1, predict the reaction product. The product is: [N:27]1([C:2]2[CH:7]=[CH:6][C:5]([C:8]3([C:11]([N:13]4[CH2:17][CH2:16][C@@:15]5([C:21]6[CH:22]=[CH:23][CH:24]=[CH:25][C:20]=6[C:19](=[O:26])[O:18]5)[CH2:14]4)=[O:12])[CH2:10][CH2:9]3)=[CH:4][CH:3]=2)[CH2:32][CH2:31][O:30][CH2:29][CH2:28]1.